Dataset: Forward reaction prediction with 1.9M reactions from USPTO patents (1976-2016). Task: Predict the product of the given reaction. (1) Given the reactants [F:1][C:2]1[CH:14]=[CH:13][C:5]([C:6](=[O:12])[NH:7][CH2:8][C:9]([OH:11])=O)=[CH:4][CH:3]=1.[C:15]1([CH:21]([NH2:29])[C:22]2[CH:23]=[C:24]([CH3:28])[CH:25]=[CH:26][CH:27]=2)[CH:20]=[CH:19][CH:18]=[CH:17][CH:16]=1, predict the reaction product. The product is: [F:1][C:2]1[CH:3]=[CH:4][C:5]([C:6]([NH:7][CH2:8][C:9](=[O:11])[NH:29][CH:21]([C:15]2[CH:20]=[CH:19][CH:18]=[CH:17][CH:16]=2)[C:22]2[CH:23]=[C:24]([CH3:28])[CH:25]=[CH:26][CH:27]=2)=[O:12])=[CH:13][CH:14]=1. (2) Given the reactants [Cl:1][C:2]1[C:10]2[C:5](=[CH:6][CH:7]=[C:8]3[O:15][CH2:14][CH2:13][N:12](C(OC(C)(C)C)=O)[CH2:11][C:9]3=2)[NH:4][CH:3]=1.[H-].[Na+].[N:25]1[CH:30]=[CH:29][CH:28]=[C:27]([S:31](Cl)(=[O:33])=[O:32])[CH:26]=1.[C:35]([OH:41])([C:37]([F:40])([F:39])[F:38])=[O:36], predict the reaction product. The product is: [F:38][C:37]([F:40])([F:39])[C:35]([OH:41])=[O:36].[F:38][C:37]([F:40])([F:39])[C:35]([OH:41])=[O:36].[Cl:1][C:2]1[C:10]2[C:5](=[CH:6][CH:7]=[C:8]3[O:15][CH2:14][CH2:13][NH:12][CH2:11][C:9]3=2)[N:4]([S:31]([C:27]2[CH:26]=[N:25][CH:30]=[CH:29][CH:28]=2)(=[O:33])=[O:32])[CH:3]=1. (3) Given the reactants [N+:1]([C:4]1[CH:9]=[CH:8][C:7]([C:10]2[CH2:14][CH2:13][NH:12][N:11]=2)=[CH:6][CH:5]=1)([O-:3])=[O:2].[CH3:15][O:16][C:17]1[CH:18]=[C:19]([CH2:25][C:26](Cl)=[O:27])[CH:20]=[CH:21][C:22]=1[O:23][CH3:24], predict the reaction product. The product is: [CH3:15][O:16][C:17]1[CH:18]=[C:19]([CH2:25][C:26]([N:12]2[CH2:13][CH2:14][C:10]([C:7]3[CH:6]=[CH:5][C:4]([N+:1]([O-:3])=[O:2])=[CH:9][CH:8]=3)=[N:11]2)=[O:27])[CH:20]=[CH:21][C:22]=1[O:23][CH3:24]. (4) Given the reactants [NH:1]1[CH2:6][CH2:5][CH2:4][CH2:3][CH2:2]1.[CH2:7]=O.[CH3:9][C:10]1[NH:11][C:12](=[O:20])[C:13]2[C:18]([CH:19]=1)=[CH:17][CH:16]=[CH:15][CH:14]=2, predict the reaction product. The product is: [CH3:9][C:10]1[NH:11][C:12](=[O:20])[C:13]2[C:18]([C:19]=1[CH2:7][N:1]1[CH2:6][CH2:5][CH2:4][CH2:3][CH2:2]1)=[CH:17][CH:16]=[CH:15][CH:14]=2. (5) Given the reactants [C:1]([O:5][C:6]([C:8]1([CH2:11][CH:12]=C)[CH2:10][CH2:9]1)=[O:7])([CH3:4])([CH3:3])[CH3:2].[O:14]=[O+][O-], predict the reaction product. The product is: [C:1]([O:5][C:6]([C:8]1([CH2:11][CH:12]=[O:14])[CH2:10][CH2:9]1)=[O:7])([CH3:4])([CH3:3])[CH3:2]. (6) Given the reactants [CH3:1][C:2]1[N:3]=[C:4]([CH2:7][CH2:8][C:9]([NH2:11])=O)[NH:5][CH:6]=1.O=P12OP3(OP(OP(O3)(O1)=O)(=O)O2)=O, predict the reaction product. The product is: [CH3:1][C:2]1[N:3]=[C:4]([CH2:7][CH2:8][C:9]#[N:11])[NH:5][CH:6]=1.